This data is from Reaction yield outcomes from USPTO patents with 853,638 reactions. The task is: Predict the reaction yield, written as a fraction of the theoretical maximum amount of product (1.0 means a 100% yield; for example, 0.34 means a 34% yield). (1) The reactants are [C:1]([O:5][C:6]([N:8]1[CH2:12][CH2:11][CH:10]([C:13]2[NH:14][C:15]([C:18]3[CH:23]=[CH:22][C:21](Br)=[CH:20][CH:19]=3)=[CH:16][N:17]=2)[CH2:9]1)=[O:7])([CH3:4])([CH3:3])[CH3:2].[C:25]([O:29][C:30]([N:32]1[CH2:36][CH2:35][CH2:34][CH:33]1[C:37]1[NH:38][C:39]([C:42]2[CH:47]=[CH:46][C:45](B3OC(C)(C)C(C)(C)O3)=[CH:44][CH:43]=2)=[CH:40][N:41]=1)=[O:31])([CH3:28])([CH3:27])[CH3:26].C([O-])(O)=O.[Na+]. The catalyst is COCCOC.O. The product is [C:25]([O:29][C:30]([N:32]1[CH2:36][CH2:35][CH2:34][CH:33]1[C:37]1[NH:38][C:39]([C:42]2[CH:47]=[CH:46][C:45]([C:21]3[CH:22]=[CH:23][C:18]([C:15]4[NH:14][C:13]([CH:10]5[CH2:11][CH2:12][N:8]([C:6]([O:5][C:1]([CH3:4])([CH3:3])[CH3:2])=[O:7])[CH2:9]5)=[N:17][CH:16]=4)=[CH:19][CH:20]=3)=[CH:44][CH:43]=2)=[CH:40][N:41]=1)=[O:31])([CH3:28])([CH3:26])[CH3:27]. The yield is 0.640. (2) The reactants are [CH3:1][O:2][C:3]1[CH:4]=[C:5]2[C:10](=[CH:11][CH:12]=1)[N+:9]([O-])=[CH:8][CH:7]=[CH:6]2.CC(OC(C)=O)=[O:16]. No catalyst specified. The product is [CH3:1][O:2][C:3]1[CH:4]=[C:5]2[C:10](=[CH:11][CH:12]=1)[N:9]=[C:8]([OH:16])[CH:7]=[CH:6]2. The yield is 0.670. (3) The reactants are [CH3:1][O:2][C:3]([C:5]1[C:10]([Cl:11])=[C:9]([NH2:12])[N:8]=[C:7](Cl)[N:6]=1)=[O:4].[Cl:14][C:15]1[CH:20]=[CH:19][C:18](B2OCCCO2)=[C:17]([F:27])[C:16]=1[O:28][CH3:29].[F-].[Cs+]. The catalyst is COCCOC.O.Cl[Pd](Cl)([P](C1C=CC=CC=1)(C1C=CC=CC=1)C1C=CC=CC=1)[P](C1C=CC=CC=1)(C1C=CC=CC=1)C1C=CC=CC=1. The product is [CH3:1][O:2][C:3]([C:5]1[C:10]([Cl:11])=[C:9]([NH2:12])[N:8]=[C:7]([C:18]2[CH:19]=[CH:20][C:15]([Cl:14])=[C:16]([O:28][CH3:29])[C:17]=2[F:27])[N:6]=1)=[O:4]. The yield is 0.535. (4) The reactants are [C:1]1(P(C2C=CC=CC=2)C2C=CC=CC=2)C=CC=CC=1.C(Br)(Br)(Br)Br.[CH:25]([C:28]1[CH:35]=[C:34]([CH:36]([CH3:38])[CH3:37])[CH:33]=[C:32]([CH:39]([CH3:41])[CH3:40])[C:29]=1[CH:30]=O)([CH3:27])[CH3:26]. The catalyst is ClCCl. The product is [CH:25]([C:28]1[CH:35]=[C:34]([CH:36]([CH3:38])[CH3:37])[CH:33]=[C:32]([CH:39]([CH3:41])[CH3:40])[C:29]=1[C:30]#[CH:1])([CH3:27])[CH3:26]. The yield is 0.580. (5) The reactants are [Br:1][C:2]1[C:3]([CH3:9])=[C:4]([CH:6]=[CH:7][CH:8]=1)[NH2:5].[C:10]1(=O)[C:19]2[C:14](=[CH:15][CH:16]=[CH:17][CH:18]=2)[CH2:13][C:12](=[O:20])[O:11]1. The catalyst is C(O)(=O)C. The product is [Br:1][C:2]1[C:3]([CH3:9])=[C:4]([N:5]2[C:12](=[O:20])[CH2:13][C:14]3[C:19](=[CH:18][CH:17]=[CH:16][CH:15]=3)[C:10]2=[O:11])[CH:6]=[CH:7][CH:8]=1. The yield is 0.360. (6) The reactants are [F:1][C:2]1[CH:10]=[C:9]2[C:5]([CH:6]=[N:7][N:8]2[CH3:11])=[CH:4][C:3]=1[CH2:12][C:13]1[N:17]2[N:18]=[C:19]([CH:22]=[O:23])[CH:20]=[CH:21][C:16]2=[N:15][CH:14]=1.[CH2:24]([Mg]Br)[CH3:25]. The catalyst is C1COCC1. The product is [F:1][C:2]1[CH:10]=[C:9]2[C:5]([CH:6]=[N:7][N:8]2[CH3:11])=[CH:4][C:3]=1[CH2:12][C:13]1[N:17]2[N:18]=[C:19]([CH:22]([OH:23])[CH2:24][CH3:25])[CH:20]=[CH:21][C:16]2=[N:15][CH:14]=1. The yield is 0.100. (7) The reactants are S(=O)(=O)(O)O.FC(F)(F)C(O)=O.[F:13][C:14]1[CH:20]=[CH:19][C:17]([NH2:18])=[CH:16][CH:15]=1.N([O-])=O.[Na+].[N-:25]=[N+:26]=[N-].[Na+]. The catalyst is O. The product is [N:18]([C:17]1[CH:19]=[CH:20][C:14]([F:13])=[CH:15][CH:16]=1)=[N+:25]=[N-:26]. The yield is 0.960.